This data is from Peptide-MHC class I binding affinity with 185,985 pairs from IEDB/IMGT. The task is: Regression. Given a peptide amino acid sequence and an MHC pseudo amino acid sequence, predict their binding affinity value. This is MHC class I binding data. (1) The peptide sequence is CFDCGAKSPSW. The MHC is H-2-Kd with pseudo-sequence H-2-Kd. The binding affinity (normalized) is 0.0792. (2) The peptide sequence is YHGEAMAIG. The MHC is HLA-A02:01 with pseudo-sequence HLA-A02:01. The binding affinity (normalized) is 0.0847. (3) The peptide sequence is EFINKFLEF. The MHC is HLA-B15:01 with pseudo-sequence HLA-B15:01. The binding affinity (normalized) is 0.456. (4) The peptide sequence is INQMVRLI. The MHC is H-2-Kb with pseudo-sequence H-2-Kb. The binding affinity (normalized) is 0.0846. (5) The peptide sequence is ATAHSELAK. The MHC is HLA-A31:01 with pseudo-sequence HLA-A31:01. The binding affinity (normalized) is 0.0920.